Dataset: Peptide-MHC class II binding affinity with 134,281 pairs from IEDB. Task: Regression. Given a peptide amino acid sequence and an MHC pseudo amino acid sequence, predict their binding affinity value. This is MHC class II binding data. The peptide sequence is RSRPRRTTRRMDRRT. The MHC is HLA-DQA10301-DQB10302 with pseudo-sequence HLA-DQA10301-DQB10302. The binding affinity (normalized) is 0.235.